Dataset: Reaction yield outcomes from USPTO patents with 853,638 reactions. Task: Predict the reaction yield, written as a fraction of the theoretical maximum amount of product (1.0 means a 100% yield; for example, 0.34 means a 34% yield). The reactants are C([Si](C1C=CC=CC=1)(C1C=CC=CC=1)[O:6][CH2:7][CH2:8][CH:9]1[CH2:12][CH:11]([O:13][CH:14]2[CH2:19][CH2:18][CH2:17][CH2:16][O:15]2)[CH2:10]1)(C)(C)C.[F-].C([N+](CCCC)(CCCC)CCCC)CCC. The catalyst is O1CCCC1. The product is [O:15]1[CH2:16][CH2:17][CH2:18][CH2:19][CH:14]1[O:13][CH:11]1[CH2:10][CH:9]([CH2:8][CH2:7][OH:6])[CH2:12]1. The yield is 1.00.